Dataset: Reaction yield outcomes from USPTO patents with 853,638 reactions. Task: Predict the reaction yield, written as a fraction of the theoretical maximum amount of product (1.0 means a 100% yield; for example, 0.34 means a 34% yield). (1) The reactants are [Br:1][C:2]1[CH:7]=[CH:6][C:5](O)=[C:4]([C:9]([CH3:16])([CH3:15])[CH2:10][C:11]([OH:14])([CH3:13])[CH3:12])[CH:3]=1.C1(C)C=CC(S(O)(=O)=O)=CC=1. The catalyst is C1C=CC=CC=1. The product is [Br:1][C:2]1[CH:3]=[C:4]2[C:5](=[CH:6][CH:7]=1)[O:14][C:11]([CH3:13])([CH3:12])[CH2:10][C:9]2([CH3:16])[CH3:15]. The yield is 0.800. (2) The reactants are C([N:5]1[C:9]([NH:10]C(=O)C(F)(F)F)=[C:8]([C:17]2[CH:22]=[C:21]([Cl:23])[CH:20]=[CH:19][C:18]=2[O:24][C:25]2[CH:30]=[CH:29][C:28]([S:31]([N:34](CC3C=CC(OC)=CC=3OC)[C:35]3[S:39][N:38]=[CH:37][N:36]=3)(=[O:33])=[O:32])=[CH:27][C:26]=2[C:51]#[N:52])[CH:7]=[N:6]1)(C)(C)C.Cl. The catalyst is CO. The product is [NH2:10][C:9]1[NH:5][N:6]=[CH:7][C:8]=1[C:17]1[CH:22]=[C:21]([Cl:23])[CH:20]=[CH:19][C:18]=1[O:24][C:25]1[CH:30]=[CH:29][C:28]([S:31]([NH:34][C:35]2[S:39][N:38]=[CH:37][N:36]=2)(=[O:32])=[O:33])=[CH:27][C:26]=1[C:51]#[N:52]. The yield is 0.590.